Dataset: Full USPTO retrosynthesis dataset with 1.9M reactions from patents (1976-2016). Task: Predict the reactants needed to synthesize the given product. Given the product [CH3:1][O:2][C:3]1[CH:8]=[C:7]([O:9][CH3:10])[CH:6]=[CH:5][C:4]=1[C:11]([CH3:27])([CH2:14][C:15]([C:17]1[CH:22]=[CH:21][C:20]([O:23][CH2:24][CH:25]=[CH2:26])=[CH:19][CH:18]=1)=[O:16])[C:12]#[N:13], predict the reactants needed to synthesize it. The reactants are: [CH3:1][O:2][C:3]1[CH:8]=[C:7]([O:9][CH3:10])[CH:6]=[CH:5][C:4]=1[CH:11]([CH2:14][C:15]([C:17]1[CH:22]=[CH:21][C:20]([O:23][CH2:24][CH:25]=[CH2:26])=[CH:19][CH:18]=1)=[O:16])[C:12]#[N:13].[CH:27]([N-]C(C)C)(C)C.[Li+].IC.O.